Dataset: Full USPTO retrosynthesis dataset with 1.9M reactions from patents (1976-2016). Task: Predict the reactants needed to synthesize the given product. (1) Given the product [CH:34]([O:33][C:30]1[CH:31]=[CH:32][C:27]([N:7]2[C:8]3[C:13](=[CH:12][C:11]([O:16][C:17]4[CH:22]=[CH:21][C:20]([C:23]([F:24])([F:26])[F:25])=[CH:19][CH:18]=4)=[CH:10][CH:9]=3)[C:14]([N:37]3[CH2:41][CH2:40][CH2:39][C:38]3=[O:42])=[C:6]2[C:4]([OH:3])=[O:5])=[CH:28][CH:29]=1)([CH3:36])[CH3:35], predict the reactants needed to synthesize it. The reactants are: C([O:3][C:4]([C:6]1[N:7]([C:27]2[CH:32]=[CH:31][C:30]([O:33][CH:34]([CH3:36])[CH3:35])=[CH:29][CH:28]=2)[C:8]2[C:13]([C:14]=1Br)=[CH:12][C:11]([O:16][C:17]1[CH:22]=[CH:21][C:20]([C:23]([F:26])([F:25])[F:24])=[CH:19][CH:18]=1)=[CH:10][CH:9]=2)=[O:5])C.[NH:37]1[CH2:41][CH2:40][CH2:39][C:38]1=[O:42]. (2) Given the product [CH3:26][O:25][C@@H:5]([CH2:6][C:7]1[CH:8]=[CH:9][C:10]([O:13][CH2:14][CH2:15][CH2:16][O:17][C:18]2[CH:19]=[CH:20][C:21]([C:31]3[CH:32]=[CH:33][N:28]=[CH:29][CH:30]=3)=[CH:22][CH:23]=2)=[CH:11][CH:12]=1)[C:4]([OH:3])=[O:27], predict the reactants needed to synthesize it. The reactants are: C([O:3][C:4](=[O:27])[C@@H:5]([O:25][CH3:26])[CH2:6][C:7]1[CH:12]=[CH:11][C:10]([O:13][CH2:14][CH2:15][CH2:16][O:17][C:18]2[CH:23]=[CH:22][C:21](I)=[CH:20][CH:19]=2)=[CH:9][CH:8]=1)C.[N:28]1[CH:33]=[CH:32][C:31](B(O)O)=[CH:30][CH:29]=1. (3) Given the product [C:1]([C:3]1[CH:4]=[N:5][C:6]2[C:11]([C:12]=1[NH:13][C:14]1[CH:19]=[CH:18][C:17](/[CH:20]=[CH:21]/[C:22]([OH:24])=[O:23])=[C:16]3[O:26][CH2:27][O:28][C:15]=13)=[CH:10][C:9]([O:29][CH3:30])=[C:8]([O:31][CH3:32])[CH:7]=2)#[N:2], predict the reactants needed to synthesize it. The reactants are: [C:1]([C:3]1[CH:4]=[N:5][C:6]2[C:11]([C:12]=1[NH:13][C:14]1[CH:19]=[CH:18][C:17](/[CH:20]=[CH:21]/[C:22]([O:24]C)=[O:23])=[C:16]3[O:26][CH2:27][O:28][C:15]=13)=[CH:10][C:9]([O:29][CH3:30])=[C:8]([O:31][CH3:32])[CH:7]=2)#[N:2].[OH-].[Na+]. (4) The reactants are: C=O.[C:3]([BH3-])#N.[Na+].[CH3:7][O:8][C:9]1[CH:10]=[C:11]2[C:16](=[CH:17][C:18]=1[O:19][CH2:20][CH:21]1[CH2:26][CH2:25][NH:24][CH2:23][CH2:22]1)[N:15]=[CH:14][N:13]([CH2:27][O:28][C:29](=[O:34])[C:30]([CH3:33])([CH3:32])[CH3:31])[C:12]2=[O:35]. Given the product [CH3:7][O:8][C:9]1[CH:10]=[C:11]2[C:16](=[CH:17][C:18]=1[O:19][CH2:20][CH:21]1[CH2:22][CH2:23][N:24]([CH3:3])[CH2:25][CH2:26]1)[N:15]=[CH:14][N:13]([CH2:27][O:28][C:29](=[O:34])[C:30]([CH3:31])([CH3:32])[CH3:33])[C:12]2=[O:35], predict the reactants needed to synthesize it. (5) Given the product [C:30]([O:29][C:27]([NH:34][CH2:35][CH2:36][CH2:37][N:12]1[C:11]([C:15]([O:17][CH3:18])=[O:16])=[C:10]2[C:14]([C:6]3[CH:5]=[CH:4][C:3]([O:2][CH3:1])=[CH:20][C:7]=3[C:8]([CH3:19])=[CH:9]2)=[N:13]1)=[O:28])([CH3:33])([CH3:32])[CH3:31], predict the reactants needed to synthesize it. The reactants are: [CH3:1][O:2][C:3]1[CH:4]=[CH:5][C:6]2[C:14]3[C:10](=[C:11]([C:15]([O:17][CH3:18])=[O:16])[NH:12][N:13]=3)[CH:9]=[C:8]([CH3:19])[C:7]=2[CH:20]=1.CC(C)([O-])C.[Li+].[C:27]([NH:34][CH2:35][CH2:36][CH2:37]Br)([O:29][C:30]([CH3:33])([CH3:32])[CH3:31])=[O:28]. (6) Given the product [F:1][C:2]1[N:10]=[CH:9][CH:8]=[C:7]([I:11])[C:3]=1[C:4]([O:6][CH3:14])=[O:5], predict the reactants needed to synthesize it. The reactants are: [F:1][C:2]1[N:10]=[CH:9][CH:8]=[C:7]([I:11])[C:3]=1[C:4]([OH:6])=[O:5].CO.[CH3:14][Si](C=[N+]=[N-])(C)C.